From a dataset of NCI-60 drug combinations with 297,098 pairs across 59 cell lines. Regression. Given two drug SMILES strings and cell line genomic features, predict the synergy score measuring deviation from expected non-interaction effect. (1) Drug 1: C1=CC(=C2C(=C1NCCNCCO)C(=O)C3=C(C=CC(=C3C2=O)O)O)NCCNCCO. Drug 2: B(C(CC(C)C)NC(=O)C(CC1=CC=CC=C1)NC(=O)C2=NC=CN=C2)(O)O. Cell line: 786-0. Synergy scores: CSS=52.4, Synergy_ZIP=-0.442, Synergy_Bliss=-1.03, Synergy_Loewe=-0.193, Synergy_HSA=0.0914. (2) Drug 1: C1=NC2=C(N=C(N=C2N1C3C(C(C(O3)CO)O)O)F)N. Drug 2: CC(C)NC(=O)C1=CC=C(C=C1)CNNC.Cl. Cell line: CCRF-CEM. Synergy scores: CSS=70.7, Synergy_ZIP=0.225, Synergy_Bliss=1.06, Synergy_Loewe=-24.8, Synergy_HSA=-0.0691.